Dataset: Reaction yield outcomes from USPTO patents with 853,638 reactions. Task: Predict the reaction yield, written as a fraction of the theoretical maximum amount of product (1.0 means a 100% yield; for example, 0.34 means a 34% yield). (1) The reactants are [C:1]([O:5][C:6]([N:8]1[C:16]2[C:11](=[CH:12][C:13]([CH:17]([OH:24])[C:18]3[CH:23]=[CH:22][CH:21]=[CH:20][CH:19]=3)=[CH:14][CH:15]=2)[CH:10]=[C:9]1[C:25]1[C:26]2[S:39][CH:38]=[CH:37][C:27]=2[N:28]([C:30]([O:32][C:33]([CH3:36])([CH3:35])[CH3:34])=[O:31])[N:29]=1)=[O:7])([CH3:4])([CH3:3])[CH3:2].CC(OI1(OC(C)=O)(OC(C)=O)OC(=O)C2C=CC=CC1=2)=O.O. The catalyst is ClCCl. The product is [C:1]([O:5][C:6]([N:8]1[C:16]2[C:11](=[CH:12][C:13]([C:17](=[O:24])[C:18]3[CH:19]=[CH:20][CH:21]=[CH:22][CH:23]=3)=[CH:14][CH:15]=2)[CH:10]=[C:9]1[C:25]1[C:26]2[S:39][CH:38]=[CH:37][C:27]=2[N:28]([C:30]([O:32][C:33]([CH3:36])([CH3:35])[CH3:34])=[O:31])[N:29]=1)=[O:7])([CH3:4])([CH3:2])[CH3:3]. The yield is 0.690. (2) The reactants are BrC1C=CC([C:8]2[NH:12][C:11]([C@@H:13]3[CH2:25][N:23]4[C:24]5[CH:16]([C@@H:17]([NH:26][C:27](=[O:30])[O:28][CH3:29])[CH2:18][CH2:19][C:20]=5[CH:21]=[CH:22]4)[C:15](=[O:31])[CH2:14]3)=[N:10][CH:9]=2)=CC=1.[C:32]([C@@H:34]1[CH2:38][N:37]([C:39]([O:41][C:42]([CH3:45])([CH3:44])[CH3:43])=[O:40])[C@H:36]([C:46]2[NH:47][C:48](C3C=CC(B4OC(C)(C)C(C)(C)O4)=CC=3)=[CH:49][N:50]=2)[CH2:35]1)#[N:33].[O-]P([O-])([O-])=O.[K+].[K+].[K+].CC(O[C:78]1[CH:83]=[CH:82][CH:81]=[C:80](OC(C)C)[C:79]=1[C:88]1[C:93](P(C2CCCCC2)C2CCCCC2)=[CH:92][CH:91]=[CH:90][CH:89]=1)C. The catalyst is CC([O-])=O.CC([O-])=O.[Pd+2].CCCCO.O. The product is [C:42]([O:41][C:39]([N:37]1[CH2:38][C@@H:34]([C:32]#[N:33])[CH2:35][C@H:36]1[C:46]1[NH:50][C:49]([C:91]2[CH:90]=[CH:89][C:88]([C:79]3[CH:78]=[CH:83][C:82]([C:8]4[NH:12][C:11]([C@@H:13]5[CH2:25][N:23]6[C:24]7[CH:16]([C@@H:17]([NH:26][C:27]([O:28][CH3:29])=[O:30])[CH2:18][CH2:19][C:20]=7[CH:21]=[CH:22]6)[C:15](=[O:31])[CH2:14]5)=[N:10][CH:9]=4)=[CH:81][CH:80]=3)=[CH:93][CH:92]=2)=[CH:48][N:47]=1)=[O:40])([CH3:45])([CH3:43])[CH3:44]. The yield is 0.490. (3) The reactants are N(OC(C)(C)C)=O.[F:8][C:9]1[C:18]([F:19])=[CH:17][C:12]2[NH:13][C:14](N)=[N:15][C:11]=2[CH:10]=1.[ClH:20]. The catalyst is CC(C)=O.[Cu](Cl)Cl. The product is [Cl:20][C:14]1[NH:13][C:12]2[CH:17]=[C:18]([F:19])[C:9]([F:8])=[CH:10][C:11]=2[N:15]=1. The yield is 0.730. (4) The product is [C:18]([O:23][CH:24]([O:26][C:27]([NH:12][CH2:11][C:4]1([CH2:7][C:8]([OH:10])=[O:9])[CH2:3][CH2:2][CH2:1][CH2:6][CH2:5]1)=[O:28])[CH3:25])(=[O:22])[CH:19]([CH3:21])[CH3:20]. The yield is 0.960. The reactants are [CH2:1]1[CH2:6][CH2:5][C:4]([CH2:11][NH2:12])([CH2:7][C:8]([OH:10])=[O:9])[CH2:3][CH2:2]1.C(=O)(O)[O-].[Na+].[C:18]([O:23][CH:24]([O:26][C:27](OC1CC(=O)NC1=O)=[O:28])[CH3:25])(=[O:22])[CH:19]([CH3:21])[CH3:20]. The catalyst is O.C(#N)C.C(OCC)C. (5) The reactants are [CH:1]([CH:3]=[O:4])=[O:2].[CH3:5][C:6]([CH3:11])([CH2:9]O)[CH2:7][OH:8].C1(C)C=CC(S(O)(=O)=O)=CC=1.[O-]S([O-])(=O)=O.[Na+].[Na+].C([O-])(O)=O.[Na+]. The catalyst is C1C=CC=CC=1. The product is [CH:1]([CH:3]1[O:8][CH2:7][C:6]([CH3:11])([CH3:9])[CH2:5][O:4]1)=[O:2]. The yield is 0.0400. (6) The reactants are [N+:1]([O-:4])(O)=[O:2].[F:5][C:6]1[CH:7]=[C:8]([OH:13])[CH:9]=[CH:10][C:11]=1[CH3:12]. The catalyst is ClCCl. The product is [F:5][C:6]1[C:11]([CH3:12])=[CH:10][C:9]([N+:1]([O-:4])=[O:2])=[C:8]([OH:13])[CH:7]=1. The yield is 0.670. (7) The reactants are [Br:1][C:2]1[CH:7]=[CH:6][C:5]([N+:8]([O-])=O)=[C:4]([O:11][CH2:12][CH3:13])[CH:3]=1.[Sn](Cl)Cl. The catalyst is CCO. The product is [Br:1][C:2]1[CH:7]=[CH:6][C:5]([NH2:8])=[C:4]([O:11][CH2:12][CH3:13])[CH:3]=1. The yield is 0.820. (8) The reactants are CS(O[CH2:6][CH2:7][CH2:8][NH:9][C:10]([NH:12][C:13]1[CH:18]=[CH:17][C:16]([C:19]([CH3:22])([CH3:21])[CH3:20])=[CH:15][CH:14]=1)=[O:11])(=O)=O.C(N(CC)C(C)C)(C)C.[CH3:32][O:33][C:34]1[CH:63]=[C:62]([O:64][CH3:65])[CH:61]=[CH:60][C:35]=1[CH2:36][NH:37][C:38]1[C:39]2[CH:46]=[CH:45][N:44]([C@H:47]3[C@H:54]4[C@H:50]([O:51][C:52]([CH3:56])([CH3:55])[O:53]4)[C@@H:49]([CH2:57][NH:58][CH3:59])[O:48]3)[C:40]=2[N:41]=[CH:42][N:43]=1.C(#N)C.S([O-])(=O)(=O)C. The catalyst is [I-].C([N+](CCCC)(CCCC)CCCC)CCC.C(OCC)(=O)C.C(OCC)C. The product is [C:19]([C:16]1[CH:17]=[CH:18][C:13]([NH:12][C:10]([NH:9][CH2:8][CH2:7][CH2:6][N:58]([CH2:57][C@@H:49]2[C@@H:50]3[C@@H:54]([O:53][C:52]([CH3:56])([CH3:55])[O:51]3)[C@H:47]([N:44]3[C:40]4[N:41]=[CH:42][N:43]=[C:38]([NH:37][CH2:36][C:35]5[CH:60]=[CH:61][C:62]([O:64][CH3:65])=[CH:63][C:34]=5[O:33][CH3:32])[C:39]=4[CH:46]=[CH:45]3)[O:48]2)[CH3:59])=[O:11])=[CH:14][CH:15]=1)([CH3:22])([CH3:21])[CH3:20]. The yield is 0.620. (9) The reactants are Br[CH2:2][C:3]([O:5][CH2:6][CH3:7])=[O:4].C([N:10]([CH2:13][CH3:14])[CH2:11][CH3:12])C.[CH2:15]1COC[CH2:16]1. No catalyst specified. The product is [CH2:6]([O:5][C:3](=[O:4])[CH2:2][N:10]1[CH2:11][CH2:12][CH2:16][CH2:15][CH2:14][CH2:13]1)[CH3:7]. The yield is 0.930.